This data is from Catalyst prediction with 721,799 reactions and 888 catalyst types from USPTO. The task is: Predict which catalyst facilitates the given reaction. (1) Reactant: [C:1]1(B(O)O)[CH:6]=[CH:5][CH:4]=[CH:3][CH:2]=1.Br[C:11]1[C:19]([CH3:20])=[C:18]([CH3:21])[CH:17]=[C:16]2[C:12]=1[CH:13]=[CH:14][CH2:15]2. Product: [C:1]1([C:11]2[C:19]([CH3:20])=[C:18]([CH3:21])[CH:17]=[C:16]3[C:12]=2[CH:13]=[CH:14][CH2:15]3)[CH:6]=[CH:5][CH:4]=[CH:3][CH:2]=1. The catalyst class is: 164. (2) Reactant: Cl[C:2]1[CH:7]=[C:6]([C:8]#[N:9])[CH:5]=[CH:4][N:3]=1.[F:10][C:11]1[CH:16]=[CH:15][C:14]([N:17]2[CH2:22][CH2:21][NH:20][CH2:19][CH2:18]2)=[CH:13][CH:12]=1.O. Product: [F:10][C:11]1[CH:12]=[CH:13][C:14]([N:17]2[CH2:22][CH2:21][N:20]([C:2]3[CH:7]=[C:6]([CH:5]=[CH:4][N:3]=3)[C:8]#[N:9])[CH2:19][CH2:18]2)=[CH:15][CH:16]=1. The catalyst class is: 60. (3) Reactant: Br[CH2:2][C:3]([O:5][CH3:6])=[O:4].C(N(CC)CC)C.[F:14][C:15]1[CH:22]=[CH:21][C:18]([CH2:19][NH2:20])=[CH:17][CH:16]=1. Product: [F:14][C:15]1[CH:22]=[CH:21][C:18]([CH2:19][NH:20][CH2:2][C:3]([O:5][CH3:6])=[O:4])=[CH:17][CH:16]=1. The catalyst class is: 1. (4) Reactant: [N+:1]([C:4]1[CH:5]=[C:6]([CH:8]=[CH:9][CH:10]=1)[NH2:7])([O-:3])=[O:2].[NH2:11][C:12]1[CH:16]=[C:15]([CH3:17])[NH:14][N:13]=1.C[N:19](C=O)C. Product: [CH3:17][C:15]1[C:16](=[N:19][NH:7][C:6]2[CH:8]=[CH:9][CH:10]=[C:4]([N+:1]([O-:3])=[O:2])[CH:5]=2)[C:12]([NH2:11])=[N:13][N:14]=1. The catalyst class is: 6.